Dataset: Catalyst prediction with 721,799 reactions and 888 catalyst types from USPTO. Task: Predict which catalyst facilitates the given reaction. Reactant: Br[C:2]1[CH:3]=[CH:4][C:5]([C:8]([N:10]2[CH2:15][CH2:14][N:13]([CH2:16][CH:17]([N:21]3[CH:25]=[C:24]([C:26]4[C:27]5[CH:34]=[CH:33][NH:32][C:28]=5[N:29]=[CH:30][N:31]=4)[CH:23]=[N:22]3)[CH2:18][C:19]#[N:20])[CH2:12][CH2:11]2)=[O:9])=[N:6][CH:7]=1.[CH3:35][N:36](C)C=O. Product: [C:19]([CH2:18][CH:17]([N:21]1[CH:25]=[C:24]([C:26]2[C:27]3[CH:34]=[CH:33][NH:32][C:28]=3[N:29]=[CH:30][N:31]=2)[CH:23]=[N:22]1)[CH2:16][N:13]1[CH2:14][CH2:15][N:10]([C:8]([C:5]2[CH:4]=[CH:3][C:2]([C:35]#[N:36])=[CH:7][N:6]=2)=[O:9])[CH2:11][CH2:12]1)#[N:20]. The catalyst class is: 267.